Dataset: Forward reaction prediction with 1.9M reactions from USPTO patents (1976-2016). Task: Predict the product of the given reaction. (1) Given the reactants [F:1][C:2]1[CH:3]=[C:4]2[C:9](=[CH:10][C:11]=1[F:12])[NH:8][CH:7]=[C:6]([C:13]#[N:14])[C:5]2=[O:15].[CH2:16]([CH:18]([CH2:21][CH3:22])[CH2:19]Cl)[CH3:17], predict the reaction product. The product is: [CH2:16]([CH:18]([CH2:21][CH3:22])[CH2:19][N:8]1[C:9]2[C:4](=[CH:3][C:2]([F:1])=[C:11]([F:12])[CH:10]=2)[C:5](=[O:15])[C:6]([C:13]#[N:14])=[CH:7]1)[CH3:17]. (2) Given the reactants [C:1]([NH:9][C:10]1[S:11][C:12]([C:16]([OH:18])=O)=[C:13]([CH3:15])[N:14]=1)(=[O:8])[C:2]1[CH:7]=[CH:6][CH:5]=[CH:4][CH:3]=1.C(Cl)(=O)C([Cl:22])=O, predict the reaction product. The product is: [C:1]([NH:9][C:10]1[S:11][C:12]([C:16]([Cl:22])=[O:18])=[C:13]([CH3:15])[N:14]=1)(=[O:8])[C:2]1[CH:7]=[CH:6][CH:5]=[CH:4][CH:3]=1. (3) Given the reactants [C:1]([O:5][C:6](=[O:52])[NH:7][C:8]1([C:16]#[C:17][C:18]2[CH:23]=[CH:22][C:21]([S:24]([N:27]3[C:35]4[C:30](=[CH:31][CH:32]=[C:33]([O:36][CH3:37])[CH:34]=4)[C:29]([C:38](=[O:51])[C:39]4[CH:44]=[C:43]([O:45][CH3:46])[C:42]([O:47][CH3:48])=[C:41]([O:49][CH3:50])[CH:40]=4)=[CH:28]3)(=[O:26])=[O:25])=[CH:20][CH:19]=2)[CH2:13][O:12][C:11]([CH3:15])([CH3:14])[O:10][CH2:9]1)([CH3:4])([CH3:3])[CH3:2], predict the reaction product. The product is: [C:1]([O:5][C:6](=[O:52])[NH:7][C:8]1([CH2:16][CH2:17][C:18]2[CH:23]=[CH:22][C:21]([S:24]([N:27]3[C:35]4[C:30](=[CH:31][CH:32]=[C:33]([O:36][CH3:37])[CH:34]=4)[C:29]([C:38](=[O:51])[C:39]4[CH:44]=[C:43]([O:45][CH3:46])[C:42]([O:47][CH3:48])=[C:41]([O:49][CH3:50])[CH:40]=4)=[CH:28]3)(=[O:26])=[O:25])=[CH:20][CH:19]=2)[CH2:13][O:12][C:11]([CH3:14])([CH3:15])[O:10][CH2:9]1)([CH3:3])([CH3:2])[CH3:4].